This data is from Reaction yield outcomes from USPTO patents with 853,638 reactions. The task is: Predict the reaction yield, written as a fraction of the theoretical maximum amount of product (1.0 means a 100% yield; for example, 0.34 means a 34% yield). (1) The product is [F:1][C:2]1[CH:3]=[C:4]([CH:8]=[CH:9][C:10]=1[OH:11])[C:5]([O:7][CH3:17])=[O:6]. The yield is 0.870. No catalyst specified. The reactants are [F:1][C:2]1[CH:3]=[C:4]([CH:8]=[CH:9][C:10]=1[OH:11])[C:5]([OH:7])=[O:6].S(=O)(=O)(O)O.[CH3:17]O. (2) The product is [C:19]1([NH:17][CH:10]([CH3:9])[C:11]2[CH:16]=[CH:15][CH:14]=[CH:13][CH:12]=2)[CH:24]=[CH:23][CH:22]=[CH:21][CH:20]=1. The yield is 0.730. The reactants are [O-]P([O-])([O-])=O.[K+].[K+].[K+].[CH3:9][CH:10]([NH2:17])[C:11]1[CH:16]=[CH:15][CH:14]=[CH:13][CH:12]=1.I[C:19]1[CH:24]=[CH:23][CH:22]=[CH:21][CH:20]=1.C(O)CO. The catalyst is [Cu]I.CCCCCC.C(OCC)(=O)C.CC(O)C. (3) The reactants are [CH3:1][N:2]1[CH2:7][CH2:6][N:5]([C:8]2[CH:13]=[CH:12][C:11]([N+:14]([O-])=O)=[CH:10][C:9]=2[CH2:17][OH:18])[CH2:4][CH2:3]1.C([O-])=O.[NH4+]. The catalyst is CCO.[Pd]. The product is [NH2:14][C:11]1[CH:12]=[CH:13][C:8]([N:5]2[CH2:6][CH2:7][N:2]([CH3:1])[CH2:3][CH2:4]2)=[C:9]([CH2:17][OH:18])[CH:10]=1. The yield is 0.970. (4) The reactants are [Cl:1][CH2:2][CH2:3][O:4][C:5]1[CH:10]=[C:9]([CH2:11]Cl)[C:8]([CH2:13]Cl)=[CH:7][C:6]=1[O:15][CH3:16].[C:17]([O-:20])(=[O:19])[CH3:18].[Na+]. The catalyst is C(O)(=O)C. The product is [C:17]([O:20][CH2:13][C:8]1[CH:7]=[C:6]([O:15][CH3:16])[C:5]([O:4][CH2:3][CH2:2][Cl:1])=[CH:10][C:9]=1[CH2:11][O:20][C:17](=[O:19])[CH3:18])(=[O:19])[CH3:18]. The yield is 0.860.